From a dataset of NCI-60 drug combinations with 297,098 pairs across 59 cell lines. Regression. Given two drug SMILES strings and cell line genomic features, predict the synergy score measuring deviation from expected non-interaction effect. (1) Synergy scores: CSS=45.1, Synergy_ZIP=-6.81, Synergy_Bliss=-6.78, Synergy_Loewe=-5.21, Synergy_HSA=-3.97. Drug 2: CC1C(C(CC(O1)OC2CC(CC3=C2C(=C4C(=C3O)C(=O)C5=CC=CC=C5C4=O)O)(C(=O)C)O)N)O. Cell line: M14. Drug 1: C1=CC=C(C(=C1)C(C2=CC=C(C=C2)Cl)C(Cl)Cl)Cl. (2) Drug 1: CC1CCC2CC(C(=CC=CC=CC(CC(C(=O)C(C(C(=CC(C(=O)CC(OC(=O)C3CCCCN3C(=O)C(=O)C1(O2)O)C(C)CC4CCC(C(C4)OC)OCCO)C)C)O)OC)C)C)C)OC. Drug 2: C(CN)CNCCSP(=O)(O)O. Cell line: PC-3. Synergy scores: CSS=3.31, Synergy_ZIP=4.54, Synergy_Bliss=5.77, Synergy_Loewe=6.43, Synergy_HSA=2.97. (3) Drug 1: CC1=C(C=C(C=C1)C(=O)NC2=CC(=CC(=C2)C(F)(F)F)N3C=C(N=C3)C)NC4=NC=CC(=N4)C5=CN=CC=C5. Drug 2: CC1C(C(CC(O1)OC2CC(CC3=C2C(=C4C(=C3O)C(=O)C5=CC=CC=C5C4=O)O)(C(=O)C)O)N)O. Cell line: OVCAR-5. Synergy scores: CSS=30.5, Synergy_ZIP=1.46, Synergy_Bliss=-0.0279, Synergy_Loewe=-27.1, Synergy_HSA=-2.57.